The task is: Regression. Given two drug SMILES strings and cell line genomic features, predict the synergy score measuring deviation from expected non-interaction effect.. This data is from NCI-60 drug combinations with 297,098 pairs across 59 cell lines. (1) Drug 1: COC1=NC(=NC2=C1N=CN2C3C(C(C(O3)CO)O)O)N. Drug 2: C(CN)CNCCSP(=O)(O)O. Cell line: MDA-MB-231. Synergy scores: CSS=-9.80, Synergy_ZIP=6.53, Synergy_Bliss=0.0924, Synergy_Loewe=-11.2, Synergy_HSA=-11.2. (2) Drug 1: C1CCN(CC1)CCOC2=CC=C(C=C2)C(=O)C3=C(SC4=C3C=CC(=C4)O)C5=CC=C(C=C5)O. Drug 2: CCCS(=O)(=O)NC1=C(C(=C(C=C1)F)C(=O)C2=CNC3=C2C=C(C=N3)C4=CC=C(C=C4)Cl)F. Cell line: SF-539. Synergy scores: CSS=21.8, Synergy_ZIP=-1.97, Synergy_Bliss=-1.77, Synergy_Loewe=-3.37, Synergy_HSA=-1.25.